Dataset: Forward reaction prediction with 1.9M reactions from USPTO patents (1976-2016). Task: Predict the product of the given reaction. (1) Given the reactants [Br:1][C:2]1[CH:7]=[CH:6][CH:5]=[CH:4][C:3]=1[S:8]([CH2:10][CH2:11][CH2:12]Cl)=[O:9].[CH3:14][CH:15]([CH3:31])[C:16]([NH:18][C:19]1[CH:24]=[CH:23][CH:22]=[C:21]([CH:25]2[CH2:30][CH2:29][NH:28][CH2:27][CH2:26]2)[CH:20]=1)=[O:17], predict the reaction product. The product is: [Br:1][C:2]1[CH:7]=[CH:6][CH:5]=[CH:4][C:3]=1[S:8]([CH2:10][CH2:11][CH2:12][N:28]1[CH2:29][CH2:30][CH:25]([C:21]2[CH:20]=[C:19]([NH:18][C:16](=[O:17])[CH:15]([CH3:14])[CH3:31])[CH:24]=[CH:23][CH:22]=2)[CH2:26][CH2:27]1)=[O:9]. (2) Given the reactants [Br:1][C:2]1[CH:9]=[CH:8][C:5]([CH:6]=[CH2:7])=[CH:4][CH:3]=1.[FH:10].F.F.C(N(CC)CC)C.[Br:20]N1C(=O)CCC1=O, predict the reaction product. The product is: [Br:1][C:2]1[CH:9]=[CH:8][C:5]([CH:6]([F:10])[CH2:7][Br:20])=[CH:4][CH:3]=1. (3) Given the reactants [N:1]1[N:2]=[C:3]([C:10]2[CH:19]=[CH:18][C:17]3[C:12](=[C:13]([O:21][CH2:22][C:23]4([O:37][CH3:38])[CH2:29][CH2:28][CH2:27][N:26](C(OC(C)(C)C)=O)[CH2:25][CH2:24]4)[CH:14]=[C:15]([F:20])[CH:16]=3)[N:11]=2)[N:4]2[CH:9]=[CH:8][CH:7]=[CH:6][C:5]=12.FC(F)(F)C(O)=O, predict the reaction product. The product is: [N:1]1[N:2]=[C:3]([C:10]2[CH:19]=[CH:18][C:17]3[C:12](=[C:13]([O:21][CH2:22][C:23]4([O:37][CH3:38])[CH2:29][CH2:28][CH2:27][NH:26][CH2:25][CH2:24]4)[CH:14]=[C:15]([F:20])[CH:16]=3)[N:11]=2)[N:4]2[CH:9]=[CH:8][CH:7]=[CH:6][C:5]=12. (4) Given the reactants [NH2:1][C@@H:2]([CH2:7][C:8]1[CH:13]=[C:12]([F:14])[CH:11]=[C:10]([F:15])[CH:9]=1)[C@H:3]([OH:6])[CH2:4]Cl.[OH-].[K+].O, predict the reaction product. The product is: [F:15][C:10]1[CH:9]=[C:8]([CH2:7][C@H:2]([NH2:1])[C@H:3]2[CH2:4][O:6]2)[CH:13]=[C:12]([F:14])[CH:11]=1.